From a dataset of Forward reaction prediction with 1.9M reactions from USPTO patents (1976-2016). Predict the product of the given reaction. (1) Given the reactants [Br:1][C:2]1[CH:3]=[C:4]2[C:9](=[CH:10][CH:11]=1)[CH:8]=[C:7]([C:12](OC)=[O:13])[CH:6]=[CH:5]2.[H-].C([Al+]CC(C)C)C(C)C.C(=O)(O)[O-].[Na+], predict the reaction product. The product is: [Br:1][C:2]1[CH:3]=[C:4]2[C:9](=[CH:10][CH:11]=1)[CH:8]=[C:7]([CH2:12][OH:13])[CH:6]=[CH:5]2. (2) Given the reactants C(OC([N:8]1[CH2:17][CH2:16][C:15]2[C:11](=[C:12](OS(C(F)(F)F)(=O)=O)[N:13]([CH:18]3[CH2:22][CH2:21][CH2:20][CH2:19]3)[N:14]=2)[CH2:10][CH2:9]1)=O)(C)(C)C.[Cl:31][C:32]1[CH:37]=[CH:36][C:35](B(O)O)=[CH:34][CH:33]=1, predict the reaction product. The product is: [Cl:31][C:32]1[CH:37]=[CH:36][C:35]([C:12]2[N:13]([CH:18]3[CH2:19][CH2:20][CH2:21][CH2:22]3)[N:14]=[C:15]3[C:11]=2[CH2:10][CH2:9][NH:8][CH2:17][CH2:16]3)=[CH:34][CH:33]=1.